This data is from Full USPTO retrosynthesis dataset with 1.9M reactions from patents (1976-2016). The task is: Predict the reactants needed to synthesize the given product. (1) Given the product [CH2:26]([N:10]1[C:9]2[N:8]=[C:7]([CH2:6][C:5]3[CH:4]=[CH:3][C:2]([NH:1][S:40]([C:34]4[CH:35]=[C:36]([Cl:39])[CH:37]=[CH:38][C:33]=4[Cl:32])(=[O:42])=[O:41])=[CH:31][CH:30]=3)[NH:15][C:14]=2[C:13](=[O:16])[N:12]([CH2:17][C:18]2[CH:23]=[CH:22][CH:21]=[CH:20][C:19]=2[F:24])[C:11]1=[O:25])[CH2:27][CH2:28][CH3:29], predict the reactants needed to synthesize it. The reactants are: [NH2:1][C:2]1[CH:31]=[CH:30][C:5]([CH2:6][C:7]2[NH:15][C:14]3[C:13](=[O:16])[N:12]([CH2:17][C:18]4[CH:23]=[CH:22][CH:21]=[CH:20][C:19]=4[F:24])[C:11](=[O:25])[N:10]([CH2:26][CH2:27][CH2:28][CH3:29])[C:9]=3[N:8]=2)=[CH:4][CH:3]=1.[Cl:32][C:33]1[CH:38]=[CH:37][C:36]([Cl:39])=[CH:35][C:34]=1[S:40](Cl)(=[O:42])=[O:41]. (2) Given the product [NH2:47][CH:44]1[CH2:45][CH2:46][N:41]([C:22]2[N:23]=[C:18]([C:13]3[CH:12]=[C:11]([NH:10][C:8]([C:5]4[CH:6]=[N:7][C:2]([Cl:1])=[CH:3][CH:4]=4)=[O:9])[CH:16]=[CH:15][C:14]=3[CH3:17])[C:19]3[CH:31]=[CH:30][C:29](=[O:32])[N:28]([C:33]4[C:38]([F:39])=[CH:37][CH:36]=[CH:35][C:34]=4[F:40])[C:20]=3[N:21]=2)[CH2:42][CH2:43]1, predict the reactants needed to synthesize it. The reactants are: [Cl:1][C:2]1[N:7]=[CH:6][C:5]([C:8]([NH:10][C:11]2[CH:16]=[CH:15][C:14]([CH3:17])=[C:13]([C:18]3[C:19]4[CH:31]=[CH:30][C:29](=[O:32])[N:28]([C:33]5[C:38]([F:39])=[CH:37][CH:36]=[CH:35][C:34]=5[F:40])[C:20]=4[N:21]=[C:22](S(C)(=O)=O)[N:23]=3)[CH:12]=2)=[O:9])=[CH:4][CH:3]=1.[NH:41]1[CH2:46][CH2:45][CH:44]([NH:47]C(=O)OC(C)(C)C)[CH2:43][CH2:42]1. (3) The reactants are: [F:1][C:2]1[CH:3]=[C:4]([N:9]2[CH:14]=[C:13]([O:15][CH3:16])[C:12]([C:17]3[C:26]4[C:21](=[CH:22][C:23]([S:27](OC5C(F)=C(F)C(F)=C(F)C=5F)(=[O:29])=[O:28])=[CH:24][CH:25]=4)[CH:20]=[CH:19][N:18]=3)=[CH:11][C:10]2=[O:42])[CH:5]=[C:6]([F:8])[CH:7]=1.[CH2:43]1[CH2:47][O:46][CH2:45][CH2:44]1.[O:48]1[CH:52]=[CH:51][C:50]([NH2:53])=[N:49]1.C[Si]([N-][Si](C)(C)C)(C)C.[Li+]. Given the product [F:8][C:6]1[CH:5]=[C:4]([N:9]2[CH:14]=[C:13]([O:15][CH3:16])[C:12]([C:17]3[C:26]4[C:21](=[CH:22][C:23]([S:27]([N:53]([C:50]5[CH:51]=[CH:52][O:48][N:49]=5)[CH2:6][C:7]5[CH:44]=[CH:43][C:47]([O:46][CH3:45])=[CH:3][CH:2]=5)(=[O:28])=[O:29])=[CH:24][CH:25]=4)[CH:20]=[CH:19][N:18]=3)=[CH:11][C:10]2=[O:42])[CH:3]=[C:2]([F:1])[CH:7]=1, predict the reactants needed to synthesize it. (4) Given the product [OH:12][CH2:11][CH:8]1[CH2:9][O:10][C:5]2[CH:4]=[CH:3][C:2]([C:14]#[N:15])=[CH:13][C:6]=2[O:7]1, predict the reactants needed to synthesize it. The reactants are: Br[C:2]1[CH:3]=[CH:4][C:5]2[O:10][CH2:9][CH:8]([CH2:11][OH:12])[O:7][C:6]=2[CH:13]=1.[C:14]([Cu])#[N:15].[C-]#N.[Na+]. (5) Given the product [NH2:1][C@@H:2]([C@H:3]([OH:4])[CH3:5])[C:6]([O:8][CH3:13])=[O:7], predict the reactants needed to synthesize it. The reactants are: [NH2:1][C@H:2]([C:6]([OH:8])=[O:7])[C@@H:3]([CH3:5])[OH:4].S(Cl)(Cl)=O.[CH3:13]O. (6) Given the product [CH2:9]([O:16][C:17]1[C:18]([CH2:19][O:20][CH:21]2[CH2:26][CH2:25][CH2:24][CH2:23][O:22]2)=[CH:27][C:28]([CH2:32][OH:38])=[C:29]([F:31])[CH:30]=1)[C:10]1[CH:15]=[CH:14][CH:13]=[CH:12][CH:11]=1, predict the reactants needed to synthesize it. The reactants are: C([N-]C(C)C)(C)C.[Li+].[CH2:9]([O:16][C:17]1[CH:30]=[C:29]([F:31])[C:28]([CH2:32]Br)=[CH:27][C:18]=1[CH2:19][O:20][CH:21]1[CH2:26][CH2:25][CH2:24][CH2:23][O:22]1)[C:10]1[CH:15]=[CH:14][CH:13]=[CH:12][CH:11]=1.[NH4+].[Cl-].C([O:38]CC)C. (7) Given the product [Cl:32][C:33]1[CH:47]=[CH:46][CH:45]=[CH:44][C:34]=1[O:35][C:36]1[CH:37]=[C:38]([CH2:39][NH:40][C:4](=[O:6])[C:3]2[CH:7]=[CH:8][CH:9]=[N:10][C:2]=2[NH2:1])[CH:41]=[CH:42][CH:43]=1, predict the reactants needed to synthesize it. The reactants are: [NH2:1][C:2]1[N:10]=[CH:9][CH:8]=[CH:7][C:3]=1[C:4]([OH:6])=O.ON1C2C=CC=CC=2N=N1.CCN=C=NCCCN(C)C.[Cl:32][C:33]1[CH:47]=[CH:46][CH:45]=[CH:44][C:34]=1[O:35][C:36]1[CH:37]=[C:38]([CH:41]=[CH:42][CH:43]=1)[CH2:39][NH2:40].C(=O)(O)[O-].[Na+]. (8) Given the product [Br:5][C:6]1[CH:11]=[CH:10][C:9]2[C:17](=[O:19])[CH2:16][CH2:15][CH2:14][CH2:13][CH2:12][C:8]=2[CH:7]=1, predict the reactants needed to synthesize it. The reactants are: S(Cl)(Cl)=O.[Br:5][C:6]1[CH:7]=[C:8]([CH2:12][CH2:13][CH2:14][CH2:15][CH2:16][C:17]([OH:19])=O)[CH:9]=[CH:10][CH:11]=1.[Cl-].[Cl-].[Cl-].[Al+3]. (9) Given the product [OH:1][NH:2][C:6](=[O:5])[CH2:7][CH2:8][CH2:9][CH2:10][CH2:11][CH2:12][N:13]([C:24]1[CH:29]=[CH:28][CH:27]=[CH:26][N:25]=1)[C:14]1[CH:23]=[CH:22][C:21]2[C:16](=[CH:17][CH:18]=[CH:19][CH:20]=2)[N:15]=1, predict the reactants needed to synthesize it. The reactants are: [OH:1][NH2:2].C([O:5][C:6](=O)[CH2:7][CH2:8][CH2:9][CH2:10][CH2:11][CH2:12][N:13]([C:24]1[CH:29]=[CH:28][CH:27]=[CH:26][N:25]=1)[C:14]1[CH:23]=[CH:22][C:21]2[C:16](=[CH:17][CH:18]=[CH:19][CH:20]=2)[N:15]=1)C. (10) Given the product [C:37]([C:34]1[C:35](=[O:36])[N:30]([CH2:29][CH:26]2[CH2:28][CH2:27]2)[N:31]=[C:32]([C:41]2[CH:46]=[CH:45][C:44]([S:47][CH3:48])=[CH:43][CH:42]=2)[CH:33]=1)([OH:39])=[O:38], predict the reactants needed to synthesize it. The reactants are: FC1C=C(F)C=CC=1C1C=C(COS(C)(=O)=O)C(=O)N(CC(C)C)N=1.[CH:26]1([CH2:29][N:30]2[C:35](=[O:36])[C:34]([C:37]([O:39]C)=[O:38])=[CH:33][C:32]([C:41]3[CH:46]=[CH:45][C:44]([S:47][CH3:48])=[CH:43][CH:42]=3)=[N:31]2)[CH2:28][CH2:27]1.